This data is from Forward reaction prediction with 1.9M reactions from USPTO patents (1976-2016). The task is: Predict the product of the given reaction. Given the reactants [NH2:1][C:2]1[C:3]([I:17])=[C:4]([NH:13][C:14](=[O:16])[CH3:15])[C:5]([I:12])=[C:6]([C:10]=1[I:11])[C:7](Cl)=[O:8].[OH:18][CH:19]([CH2:22][OH:23])[CH2:20][NH2:21], predict the reaction product. The product is: [NH2:1][C:2]1[C:3]([I:17])=[C:4]([NH:13][C:14](=[O:16])[CH3:15])[C:5]([I:12])=[C:6]([C:10]=1[I:11])[C:7]([NH:21][CH2:20][CH:19]([OH:18])[CH2:22][OH:23])=[O:8].